This data is from Full USPTO retrosynthesis dataset with 1.9M reactions from patents (1976-2016). The task is: Predict the reactants needed to synthesize the given product. (1) The reactants are: [C:1]1([NH:7][C:8]2[CH:15]=[CH:14][C:11]([CH:12]=O)=[CH:10][CH:9]=2)[CH:6]=[CH:5][CH:4]=[CH:3][CH:2]=1.[N+:16]([CH3:19])([O-:18])=[O:17].C([O-])(=O)C.[NH4+]. Given the product [N+:16](/[CH:19]=[CH:12]/[C:11]1[CH:14]=[CH:15][C:8]([NH:7][C:1]2[CH:6]=[CH:5][CH:4]=[CH:3][CH:2]=2)=[CH:9][CH:10]=1)([O-:18])=[O:17], predict the reactants needed to synthesize it. (2) Given the product [OH:21][C:20]([CH2:22][CH2:23][CH2:24][CH2:25][C@H:26]1[C@@H:34]2[C@@H:29]([NH:30][C:31]([NH:33]2)=[O:32])[CH2:28][S:27]1)=[O:19].[CH:8]1[C:7]2[C:16]3=[C:15]4[C:4](=[CH:5][CH:6]=2)[CH:3]=[CH:2][CH:1]=[C:14]4[CH:13]=[CH:12][C:11]3=[CH:10][CH:9]=1, predict the reactants needed to synthesize it. The reactants are: [C:1]1(C=O)[C:14]2[C:15]3=[C:16]4[C:11](=[CH:12][CH:13]=2)[CH:10]=[CH:9][CH:8]=[C:7]4[CH:6]=[CH:5][C:4]3=[CH:3][CH:2]=1.[OH:19][C:20]([CH2:22][CH2:23][CH2:24][CH2:25][C@H:26]1[C@@H:34]2[C@@H:29]([NH:30][C:31]([NH:33]2)=[O:32])[CH2:28][S:27]1)=[O:21].C(N(CC)CC)C.